Task: Predict the product of the given reaction.. Dataset: Forward reaction prediction with 1.9M reactions from USPTO patents (1976-2016) (1) Given the reactants [Cl:1][C:2]1[CH:9]=[C:8](B2OC(C)(C)C(C)(C)O2)[CH:7]=[CH:6][C:3]=1[C:4]#[N:5].Br[C:20]1[CH:21]=[N:22][CH:23]=[C:24]([Cl:29])[C:25]=1[CH:26]([OH:28])[CH3:27].C(Cl)Cl.C([O-])([O-])=O.[Na+].[Na+], predict the reaction product. The product is: [Cl:1][C:2]1[CH:9]=[C:8]([C:20]2[CH:21]=[N:22][CH:23]=[C:24]([Cl:29])[C:25]=2[CH:26]([OH:28])[CH3:27])[CH:7]=[CH:6][C:3]=1[C:4]#[N:5]. (2) Given the reactants [F:1][C:2]1[CH:10]=[CH:9][CH:8]=[C:7]([F:11])[C:3]=1[C:4](Cl)=[O:5].[Br:12][C:13]1[C:14]([C:22]2[N:23]=[CH:24][C:25]([NH2:28])=[N:26][CH:27]=2)=[CH:15][C:16]2[O:20][CH2:19][O:18][C:17]=2[CH:21]=1.CCN(C(C)C)C(C)C, predict the reaction product. The product is: [Br:12][C:13]1[C:14]([C:22]2[N:23]=[CH:24][C:25]([NH:28][C:4](=[O:5])[C:3]3[C:2]([F:1])=[CH:10][CH:9]=[CH:8][C:7]=3[F:11])=[N:26][CH:27]=2)=[CH:15][C:16]2[O:20][CH2:19][O:18][C:17]=2[CH:21]=1. (3) Given the reactants ClC1C=C(C=CC=1OC)CN[C:7]1[C:16]2[CH2:15][N:14]([CH3:17])[CH2:13][CH2:12][C:11]=2[N:10]=[C:9]2[CH:18]=[CH:19][C:20]([C:22]#[N:23])=[CH:21][C:8]=12.CN1CCC(=O)CC1.O=P(Cl)(Cl)[Cl:39], predict the reaction product. The product is: [Cl:39][C:7]1[C:16]2[CH2:15][N:14]([CH3:17])[CH2:13][CH2:12][C:11]=2[N:10]=[C:9]2[CH:18]=[CH:19][C:20]([C:22]#[N:23])=[CH:21][C:8]=12.